This data is from Retrosynthesis with 50K atom-mapped reactions and 10 reaction types from USPTO. The task is: Predict the reactants needed to synthesize the given product. (1) Given the product CCOC(=O)Cc1ccc(OC)c(-c2ccc(-c3ccc4ncccc4c3)cc2CN(CC)C(=O)NCc2ccccc2)c1, predict the reactants needed to synthesize it. The reactants are: CCNCc1cc(-c2ccc3ncccc3c2)ccc1-c1cc(CC(=O)OCC)ccc1OC.O=C=NCc1ccccc1. (2) The reactants are: NCCN1CCC(O)CC1.O=C(O)c1c(Cl)cccc1Cl. Given the product O=C(NCCN1CCC(O)CC1)c1c(Cl)cccc1Cl, predict the reactants needed to synthesize it. (3) Given the product COCCCn1cc(C(=O)OC)c(-c2ccccc2)c1-c1ccccc1, predict the reactants needed to synthesize it. The reactants are: COC(=O)c1c[nH]c(-c2ccccc2)c1-c1ccccc1.COCCCBr. (4) Given the product COC(=O)COc1ccc(OCCc2nc(-c3ccc(C(F)(F)F)cc3)cs2)cc1C, predict the reactants needed to synthesize it. The reactants are: COC(=O)COc1ccc(OCCC(N)=S)cc1C.O=C(CBr)c1ccc(C(F)(F)F)cc1.